From a dataset of Catalyst prediction with 721,799 reactions and 888 catalyst types from USPTO. Predict which catalyst facilitates the given reaction. (1) The catalyst class is: 131. Product: [CH:1]([N:12]1[CH:9]2[CH2:10][CH2:11][CH:1]1[C:2]1[CH:3]=[C:4]([NH:13][C:14]3[N:19]=[C:18]([NH:20][C@@H:21]4[CH2:26][CH2:25][CH2:24][CH2:23][C@H:22]4[NH:27][S:28]([CH3:31])(=[O:30])=[O:29])[C:17]([Cl:32])=[CH:16][N:15]=3)[CH:5]=[CH:6][C:7]=1[CH2:8]2)([CH2:2][CH3:7])[CH3:11]. Reactant: [CH:1]12[NH:12][CH:9]([CH2:10][CH2:11]1)[CH2:8][C:7]1[CH:6]=[CH:5][C:4]([NH:13][C:14]3[N:19]=[C:18]([NH:20][C@@H:21]4[CH2:26][CH2:25][CH2:24][CH2:23][C@H:22]4[NH:27][S:28]([CH3:31])(=[O:30])=[O:29])[C:17]([Cl:32])=[CH:16][N:15]=3)=[CH:3][C:2]2=1. (2) Reactant: [Cl:1][C:2]1[C:3]([CH:11](C(OCC)=O)[C:12]([O:14][C:15](C)(C)[CH3:16])=[O:13])=[N:4][CH:5]=[C:6]([N+:8]([O-:10])=[O:9])[CH:7]=1.C(O)(C(F)(F)F)=O. Product: [Cl:1][C:2]1[C:3]([CH2:11][C:12]([O:14][CH2:15][CH3:16])=[O:13])=[N:4][CH:5]=[C:6]([N+:8]([O-:10])=[O:9])[CH:7]=1. The catalyst class is: 2. (3) Reactant: Br[CH2:2][CH:3]1[O:8][C:7]2[CH:9]=[C:10]([S:14]([CH3:17])(=[O:16])=[O:15])[CH:11]=[C:12]([F:13])[C:6]=2[CH2:5][O:4]1.[CH2:18]([NH:21][CH2:22][CH2:23][CH3:24])[CH2:19][CH3:20]. Product: [F:13][C:12]1[C:6]2[CH2:5][O:4][CH:3]([CH2:2][N:21]([CH2:22][CH2:23][CH3:24])[CH2:18][CH2:19][CH3:20])[O:8][C:7]=2[CH:9]=[C:10]([S:14]([CH3:17])(=[O:16])=[O:15])[CH:11]=1. The catalyst class is: 14.